This data is from Forward reaction prediction with 1.9M reactions from USPTO patents (1976-2016). The task is: Predict the product of the given reaction. Given the reactants FC(F)(F)S(O[C:7]1[CH2:16][CH2:15][C:10]2([O:14][CH2:13][CH2:12][O:11]2)[CH2:9][C:8]=1[C:17]([O:19][CH2:20][CH3:21])=[O:18])(=O)=O.[C:24]([O-:27])(=[S:26])[CH3:25].[K+], predict the reaction product. The product is: [C:24]([S:26][C:7]1[CH2:16][CH2:15][C:10]2([O:11][CH2:12][CH2:13][O:14]2)[CH2:9][C:8]=1[C:17]([O:19][CH2:20][CH3:21])=[O:18])(=[O:27])[CH3:25].